Dataset: Catalyst prediction with 721,799 reactions and 888 catalyst types from USPTO. Task: Predict which catalyst facilitates the given reaction. (1) Reactant: Br[C:2]1[CH:7]=[CH:6][C:5]([S:8]([N:11]([CH3:13])[CH3:12])(=[O:10])=[O:9])=[CH:4][CH:3]=1.C(N(CC)CC)C.[C:21]([C:23]1[CH:30]=[CH:29][CH:28]=[CH:27][C:24]=1[CH:25]=[O:26])#[CH:22].C(OCC)(=O)C. Product: [CH:25]([C:24]1[CH:27]=[CH:28][CH:29]=[CH:30][C:23]=1[C:21]#[C:22][C:2]1[CH:7]=[CH:6][C:5]([S:8]([N:11]([CH3:13])[CH3:12])(=[O:10])=[O:9])=[CH:4][CH:3]=1)=[O:26]. The catalyst class is: 767. (2) Reactant: [CH3:1][CH:2]([NH2:11])[CH:3]([OH:10])[C:4]1[CH:9]=[CH:8][CH:7]=[CH:6][CH:5]=1.[CH3:12][C:13](=O)[CH2:14][CH2:15][C:16](=O)[CH3:17]. Product: [OH:10][C@@H:3]([C:4]1[CH:5]=[CH:6][CH:7]=[CH:8][CH:9]=1)[C@H:2]([N:11]1[C:16]([CH3:17])=[CH:15][CH:14]=[C:13]1[CH3:12])[CH3:1]. The catalyst class is: 5. (3) Reactant: Cl.[O:2]1CCO[CH:3]1[CH2:7][CH:8]([C:10]1[N:15]=[CH:14][C:13]([F:16])=[CH:12][N:11]=1)[CH3:9].C(=O)([O-])O.[Na+]. Product: [F:16][C:13]1[CH:14]=[N:15][C:10]([CH:8]([CH3:9])[CH2:7][CH:3]=[O:2])=[N:11][CH:12]=1. The catalyst class is: 7. (4) Reactant: CCCP1(OP(CCC)(=O)OP(CCC)(=O)O1)=O.[NH2:19][C:20]1[CH:28]=[CH:27][C:23]([C:24]([OH:26])=O)=[CH:22][C:21]=1[O:29][C:30]([F:33])([F:32])[F:31].[C:34]([NH:38][C:39](=[O:53])[C:40]1[CH:45]=[CH:44][CH:43]=[C:42]([CH2:46][N:47]2[CH2:52][CH2:51][NH:50][CH2:49][CH2:48]2)[CH:41]=1)([CH3:37])([CH3:36])[CH3:35].C(N(CC)CC)C. Product: [NH2:19][C:20]1[CH:28]=[CH:27][C:23]([C:24]([N:50]2[CH2:49][CH2:48][N:47]([CH2:46][C:42]3[CH:41]=[C:40]([CH:45]=[CH:44][CH:43]=3)[C:39]([NH:38][C:34]([CH3:36])([CH3:37])[CH3:35])=[O:53])[CH2:52][CH2:51]2)=[O:26])=[CH:22][C:21]=1[O:29][C:30]([F:33])([F:32])[F:31]. The catalyst class is: 4. (5) Reactant: C(OC([N:8]1[CH2:13][CH2:12][N:11]([C:14]2[CH:15]=[C:16]3[C:21](=[CH:22][CH:23]=2)[N:20]=[CH:19][N:18]([CH:24]([C:31]([O:33]C(C)(C)C)=[O:32])[CH2:25][O:26]C(C)(C)C)[C:17]3=[O:38])[CH2:10][CH2:9]1)=O)(C)(C)C.FC(F)(F)C(O)=O. Product: [OH:26][CH2:25][CH:24]([N:18]1[C:17](=[O:38])[C:16]2[C:21](=[CH:22][CH:23]=[C:14]([N:11]3[CH2:12][CH2:13][NH:8][CH2:9][CH2:10]3)[CH:15]=2)[N:20]=[CH:19]1)[C:31]([OH:33])=[O:32]. The catalyst class is: 520. (6) Reactant: Br[C:2]1[CH:7]=[CH:6][C:5]([S:8]([N:11]2[CH2:28][CH2:27][C:14]3([O:19][CH2:18][C:17](=[O:20])[N:16]([CH2:21][C:22]4[O:23][CH:24]=[CH:25][CH:26]=4)[CH2:15]3)[CH2:13][CH2:12]2)(=[O:10])=[O:9])=[CH:4][CH:3]=1.CC1(C)C(C)(C)OB([C:37]2[CH:46]=[C:45]3[C:40]([CH:41]=[CH:42][CH:43]=[N:44]3)=[CH:39][CH:38]=2)O1.C(=O)([O-])[O-].[K+].[K+]. Product: [O:23]1[CH:24]=[CH:25][CH:26]=[C:22]1[CH2:21][N:16]1[CH2:15][C:14]2([CH2:27][CH2:28][N:11]([S:8]([C:5]3[CH:6]=[CH:7][C:2]([C:37]4[CH:46]=[C:45]5[C:40]([CH:41]=[CH:42][CH:43]=[N:44]5)=[CH:39][CH:38]=4)=[CH:3][CH:4]=3)(=[O:10])=[O:9])[CH2:12][CH2:13]2)[O:19][CH2:18][C:17]1=[O:20]. The catalyst class is: 669. (7) Reactant: [CH3:1][S:2]([C:5]1[CH:6]=[CH:7][C:8]([C@@H:11]([OH:21])[C@H:12]([NH:15][C:16]([CH:18]([Cl:20])[Cl:19])=[O:17])[CH2:13][OH:14])=[CH:9][CH:10]=1)(=[O:4])=[O:3].[CH2:22]([O:24]C(=O)OCC)C.C(=O)([O-])[O-].[K+].[K+]. Product: [Cl:19][CH:18]([Cl:20])[C:16]([N:15]1[C@H:12]([CH2:13][OH:14])[C@@H:11]([C:8]2[CH:7]=[CH:6][C:5]([S:2]([CH3:1])(=[O:3])=[O:4])=[CH:10][CH:9]=2)[O:21][C:22]1=[O:24])=[O:17]. The catalyst class is: 5. (8) Reactant: [F:1][C:2]1[C:7]2[O:8][CH2:9][CH2:10][O:11][C:6]=2[CH:5]=[C:4]([CH2:12]O)[CH:3]=1.C(N(CC)CC)C.S(Cl)([Cl:23])=O. The catalyst class is: 4. Product: [Cl:23][CH2:12][C:4]1[CH:3]=[C:2]([F:1])[C:7]2[O:8][CH2:9][CH2:10][O:11][C:6]=2[CH:5]=1. (9) Reactant: Cl[C:2]1[CH:3]=[C:4]2[C:8](=[CH:9][CH:10]=1)[N:7]([CH:11]([C:18]1[CH:23]=[CH:22][CH:21]=[CH:20][CH:19]=1)[C:12]1[CH:17]=[CH:16][CH:15]=[CH:14][CH:13]=1)[C:6](CCNS(CC1C(Br)=CC=CC=1Br)(=O)=O)=[C:5]2CCCC1C=CC(C(O)=O)=CC=1.[H-].[Na+].C(Br)(C1C=CC=CC=1)C1C=CC=CC=1.O. Product: [CH:11]([N:7]1[C:8]2[C:4](=[CH:3][CH:2]=[CH:10][CH:9]=2)[CH:5]=[CH:6]1)([C:18]1[CH:23]=[CH:22][CH:21]=[CH:20][CH:19]=1)[C:12]1[CH:13]=[CH:14][CH:15]=[CH:16][CH:17]=1. The catalyst class is: 3.